This data is from Full USPTO retrosynthesis dataset with 1.9M reactions from patents (1976-2016). The task is: Predict the reactants needed to synthesize the given product. (1) Given the product [CH3:33][O:34][N:35]([CH3:36])[C:8]([C:6]1[CH:5]=[CH:4][NH:3][C:2](=[O:1])[CH:7]=1)=[O:10], predict the reactants needed to synthesize it. The reactants are: [O:1]=[C:2]1[CH:7]=[C:6]([C:8]([OH:10])=O)[CH:5]=[CH:4][NH:3]1.CCN=C=NCCCN(C)C.C1C=CC2N(O)N=NC=2C=1.Cl.[CH3:33][O:34][NH:35][CH3:36].CCN(CC)CC. (2) Given the product [O:1]1[C:6]2[CH:7]=[CH:8][C:9]([CH2:11][N:12]3[CH2:13][CH2:14][C:15]([CH2:23][CH2:24][CH2:25][N:26]4[C:35]5[C:30](=[CH:31][CH:32]=[C:33]([O:36][CH3:37])[CH:34]=5)[CH:29]=[CH:28][C:27]4=[O:38])([C:18]([OH:20])=[O:19])[CH2:16][CH2:17]3)=[CH:10][C:5]=2[O:4][CH2:3][CH2:2]1, predict the reactants needed to synthesize it. The reactants are: [O:1]1[C:6]2[CH:7]=[CH:8][C:9]([CH2:11][N:12]3[CH2:17][CH2:16][C:15]([CH2:23][CH2:24][CH2:25][N:26]4[C:35]5[C:30](=[CH:31][CH:32]=[C:33]([O:36][CH3:37])[CH:34]=5)[CH:29]=[CH:28][C:27]4=[O:38])([C:18]([O:20]CC)=[O:19])[CH2:14][CH2:13]3)=[CH:10][C:5]=2[O:4][CH2:3][CH2:2]1.[OH-].[Na+]. (3) The reactants are: [C:1]([C:3]1[CH:8]=[C:7](Br)[CH:6]=[CH:5][C:4]=1[NH:10][S:11]([NH2:14])(=[O:13])=[O:12])#[N:2].[CH3:15][C:16]([CH3:21])=[CH:17]B(O)O. Given the product [C:1]([C:3]1[CH:8]=[C:7]([CH:15]=[C:16]([CH3:21])[CH3:17])[CH:6]=[CH:5][C:4]=1[NH:10][S:11]([NH2:14])(=[O:13])=[O:12])#[N:2], predict the reactants needed to synthesize it.